From a dataset of Reaction yield outcomes from USPTO patents with 853,638 reactions. Predict the reaction yield, written as a fraction of the theoretical maximum amount of product (1.0 means a 100% yield; for example, 0.34 means a 34% yield). (1) The reactants are Cl.[NH2:2][CH2:3][C:4]1[CH:9]=[CH:8][CH:7]=[CH:6][C:5]=1[C:10]1[N:11]([CH2:29][CH:30]2OCCO2)[C:12]2[C:17]([C:18]=1[CH:19]1[CH2:24][CH2:23][CH2:22][CH2:21][CH2:20]1)=[CH:16][CH:15]=[C:14]([C:25]([O:27][CH3:28])=[O:26])[CH:13]=2.[OH-].[Na+].CO.[BH3-]C#N.[Na+]. The catalyst is C1COCC1.C(O)(=O)C. The product is [CH:19]1([C:18]2[C:17]3[CH:16]=[CH:15][C:14]([C:25]([O:27][CH3:28])=[O:26])=[CH:13][C:12]=3[N:11]3[CH2:29][CH2:30][NH:2][CH2:3][C:4]4[CH:9]=[CH:8][CH:7]=[CH:6][C:5]=4[C:10]=23)[CH2:20][CH2:21][CH2:22][CH2:23][CH2:24]1. The yield is 0.460. (2) The reactants are Cl.[Br:2][C:3]1[CH:4]=[C:5]([OH:16])[C:6]([NH:9][C:10]2[S:11][CH:12]=[C:13]([CH3:15])[N:14]=2)=[N:7][CH:8]=1.Br[CH:18]1[CH2:22][CH2:21][N:20]([C:23]([O:25][C:26]([CH3:29])([CH3:28])[CH3:27])=[O:24])[CH2:19]1.C([O-])([O-])=O.[K+].[K+].CN(C=O)C. The catalyst is O. The product is [Br:2][C:3]1[CH:4]=[C:5]([O:16][CH:22]2[CH2:18][CH2:19][N:20]([C:23]([O:25][C:26]([CH3:29])([CH3:28])[CH3:27])=[O:24])[CH2:21]2)[C:6]([NH:9][C:10]2[S:11][CH:12]=[C:13]([CH3:15])[N:14]=2)=[N:7][CH:8]=1. The yield is 0.414. (3) The reactants are F[C:2]1[CH:7]=[C:6](F)[CH:5]=[CH:4][C:3]=1[N+:9]([O-:11])=[O:10].[Cl:12][C:13]1[CH:14]=[C:15]([CH:18]=[CH:19][CH:20]=1)[CH2:16][NH2:17].[CH:21]([N:24](CC)[CH:25]([CH3:27])C)([CH3:23])C.C(#[N:32])C. No catalyst specified. The product is [ClH:12].[Cl:12][C:13]1[CH:14]=[C:15]([CH:18]=[CH:19][CH:20]=1)[CH2:16][NH:17][C:2]1[CH:7]=[C:6]([N:32]2[CH2:27][CH2:25][NH:24][CH2:21][CH2:23]2)[CH:5]=[CH:4][C:3]=1[N+:9]([O-:11])=[O:10]. The yield is 0.950. (4) The reactants are [Cl:1][C:2]1[CH:28]=[CH:27][C:5]([O:6][CH:7]2[CH2:11][CH2:10][N:9]([CH2:12][CH:13]([OH:26])[CH2:14][O:15][C:16]3[CH:21]=[CH:20][CH:19]=[CH:18][C:17]=3[NH:22]C(=O)C)[CH2:8]2)=[CH:4][CH:3]=1.[ClH:29].CO. The catalyst is C(OCC)C. The product is [ClH:1].[ClH:29].[NH2:22][C:17]1[CH:18]=[CH:19][CH:20]=[CH:21][C:16]=1[O:15][CH2:14][CH:13]([OH:26])[CH2:12][N:9]1[CH2:10][CH2:11][CH:7]([O:6][C:5]2[CH:27]=[CH:28][C:2]([Cl:1])=[CH:3][CH:4]=2)[CH2:8]1. The yield is 0.912. (5) The reactants are [Br:1][C:2]1[CH:3]=[C:4]2[C:9](=[CH:10][CH:11]=1)[NH:8][C:7](=O)[CH:6]=[C:5]2[C:13]1[CH:18]=[CH:17][CH:16]=[C:15]([Cl:19])[CH:14]=1.P(Cl)(Cl)([Cl:22])=O. No catalyst specified. The product is [Br:1][C:2]1[CH:3]=[C:4]2[C:9](=[CH:10][CH:11]=1)[N:8]=[C:7]([Cl:22])[CH:6]=[C:5]2[C:13]1[CH:18]=[CH:17][CH:16]=[C:15]([Cl:19])[CH:14]=1. The yield is 1.00. (6) The reactants are C(Cl)CCl.[NH:5]1[C:13]2[C:8](=[CH:9][CH:10]=[CH:11][CH:12]=2)[CH:7]=[C:6]1[C:14]([OH:16])=O.CN.C(O)C.C1C=CC2N(O)N=[N:28][C:26]=2C=1.CCN(C(C)C)C(C)C. The catalyst is C1COCC1. The product is [CH3:26][NH:28][C:14]([C:6]1[NH:5][C:13]2[C:8]([CH:7]=1)=[CH:9][CH:10]=[CH:11][CH:12]=2)=[O:16]. The yield is 0.660. (7) The reactants are Br[C:2]1[CH:7]=[CH:6][C:5]([S:8]([NH:11][CH3:12])(=[O:10])=[O:9])=[CH:4][CH:3]=1.[NH2:13][C:14]1[CH:15]=[C:16](B(O)O)[CH:17]=[CH:18][CH:19]=1.C(=O)([O-])[O-].[K+].[K+].O. The catalyst is CN(C=O)C.C1C=CC([P]([Pd]([P](C2C=CC=CC=2)(C2C=CC=CC=2)C2C=CC=CC=2)([P](C2C=CC=CC=2)(C2C=CC=CC=2)C2C=CC=CC=2)[P](C2C=CC=CC=2)(C2C=CC=CC=2)C2C=CC=CC=2)(C2C=CC=CC=2)C2C=CC=CC=2)=CC=1. The product is [NH2:13][C:14]1[CH:19]=[C:18]([C:2]2[CH:7]=[CH:6][C:5]([S:8]([NH:11][CH3:12])(=[O:10])=[O:9])=[CH:4][CH:3]=2)[CH:17]=[CH:16][CH:15]=1. The yield is 0.500. (8) The reactants are [OH:1][CH:2]([CH3:43])[CH2:3][O:4][C@H:5]1[CH2:10][CH2:9][C@H:8]([N:11]2[C:16](=[O:17])[C:15]([CH2:18][C:19]3[CH:24]=[CH:23][C:22]([C:25]4[CH:30]=[CH:29][CH:28]=[CH:27][C:26]=4[C:31]4[NH:35][C:34](=[O:36])[O:33][N:32]=4)=[CH:21][CH:20]=3)=[C:14]([CH2:37][CH2:38][CH3:39])[N:13]3[N:40]=[CH:41][CH:42]=[C:12]23)[CH2:7][CH2:6]1.CC(OI1(OC(C)=O)(OC(C)=O)OC(=O)C2C1=CC=CC=2)=O.C(OCC)(=O)C.S([O-])([O-])(=O)=S.[Na+].[Na+]. The catalyst is C(Cl)Cl.O. The product is [O:36]=[C:34]1[O:33][N:32]=[C:31]([C:26]2[CH:27]=[CH:28][CH:29]=[CH:30][C:25]=2[C:22]2[CH:21]=[CH:20][C:19]([CH2:18][C:15]3[C:16](=[O:17])[N:11]([C@H:8]4[CH2:9][CH2:10][C@H:5]([O:4][CH2:3][C:2](=[O:1])[CH3:43])[CH2:6][CH2:7]4)[C:12]4[N:13]([N:40]=[CH:41][CH:42]=4)[C:14]=3[CH2:37][CH2:38][CH3:39])=[CH:24][CH:23]=2)[NH:35]1. The yield is 0.900. (9) The reactants are [Br:1][C:2]1[CH:3]=[C:4]2[C:8](=[CH:9][CH:10]=1)[NH:7][C:6](=[O:11])[CH2:5]2.[CH2:12]([N:14]([CH2:33][CH3:34])[CH2:15][CH2:16][NH:17][C:18]([C:20]1[C:24]([CH:25]([CH3:27])[CH3:26])=[C:23]([CH:28]=O)[NH:22][C:21]=1[CH:30]([CH3:32])[CH3:31])=[O:19])[CH3:13]. No catalyst specified. The product is [CH2:33]([N:14]([CH2:12][CH3:13])[CH2:15][CH2:16][NH:17][C:18]([C:20]1[C:24]([CH:25]([CH3:26])[CH3:27])=[C:23]([CH:28]=[C:5]2[C:4]3[C:8](=[CH:9][CH:10]=[C:2]([Br:1])[CH:3]=3)[NH:7][C:6]2=[O:11])[NH:22][C:21]=1[CH:30]([CH3:32])[CH3:31])=[O:19])[CH3:34]. The yield is 0.620. (10) The reactants are [CH3:1][C:2]1[C:20]([CH3:21])=[CH:19][C:5]2[N:6]([CH2:9][C:10]3[CH:15]=[CH:14][C:13]([N+:16]([O-])=O)=[CH:12][CH:11]=3)[CH:7]=[N:8][C:4]=2[CH:3]=1.C(O)C. The catalyst is [C].[Pd].O1CCCC1. The product is [NH2:16][C:13]1[CH:14]=[CH:15][C:10]([CH2:9][N:6]2[C:5]3[CH:19]=[C:20]([CH3:21])[C:2]([CH3:1])=[CH:3][C:4]=3[N:8]=[CH:7]2)=[CH:11][CH:12]=1. The yield is 0.840.